From a dataset of Catalyst prediction with 721,799 reactions and 888 catalyst types from USPTO. Predict which catalyst facilitates the given reaction. (1) Reactant: [CH3:1][NH:2][C@H:3]1[C:11]2[C:6](=[CH:7][CH:8]=[C:9]([C:12]([O:14][CH3:15])=[O:13])[CH:10]=2)[CH2:5][CH2:4]1.[Cl:16][C:17]1[CH:22]=[CH:21][CH:20]=[CH:19][C:18]=1[S:23](Cl)(=[O:25])=[O:24]. Product: [Cl:16][C:17]1[CH:22]=[CH:21][CH:20]=[CH:19][C:18]=1[S:23]([N:2]([C@H:3]1[C:11]2[C:6](=[CH:7][CH:8]=[C:9]([C:12]([O:14][CH3:15])=[O:13])[CH:10]=2)[CH2:5][CH2:4]1)[CH3:1])(=[O:25])=[O:24]. The catalyst class is: 2. (2) Reactant: [Cl:1][C:2]1[CH:7]=[CH:6][C:5]([S:8]([C:11]2[C:12]([CH3:18])=[C:13]([CH2:16][OH:17])[S:14][CH:15]=2)(=[O:10])=[O:9])=[CH:4][CH:3]=1.C[N+]1([O-])CCOCC1. Product: [Cl:1][C:2]1[CH:3]=[CH:4][C:5]([S:8]([C:11]2[C:12]([CH3:18])=[C:13]([CH:16]=[O:17])[S:14][CH:15]=2)(=[O:10])=[O:9])=[CH:6][CH:7]=1. The catalyst class is: 678. (3) Reactant: [B:1](OC(C)C)(OC(C)C)[O:2][CH:3]([CH3:5])[CH3:4].[C:14]([CH:19]([CH:21]([C:23]([O:25][CH2:26][CH3:27])=[O:24])[OH:22])[OH:20])([O:16][CH2:17][CH3:18])=[O:15]. Product: [CH:3]([O:2][B:1]1[O:22][CH:21]([C:23]([O:25][CH2:26][CH3:27])=[O:24])[CH:19]([C:14]([O:16][CH2:17][CH3:18])=[O:15])[O:20]1)([CH3:5])[CH3:4]. The catalyst class is: 11. (4) Reactant: [CH2:1]([N:3]([C:18]1[CH:23]=[CH:22][C:21]([C:24]([O:26]C)=[O:25])=[CH:20][N:19]=1)[CH2:4][C:5]1[CH:10]=[CH:9][CH:8]=[CH:7][C:6]=1[O:11][C:12]1[CH:17]=[CH:16][CH:15]=[CH:14][CH:13]=1)[CH3:2].[OH-].[Na+]. Product: [CH2:1]([N:3]([C:18]1[CH:23]=[CH:22][C:21]([C:24]([OH:26])=[O:25])=[CH:20][N:19]=1)[CH2:4][C:5]1[CH:10]=[CH:9][CH:8]=[CH:7][C:6]=1[O:11][C:12]1[CH:17]=[CH:16][CH:15]=[CH:14][CH:13]=1)[CH3:2]. The catalyst class is: 36. (5) Reactant: [CH3:1][O:2][C:3](=[O:18])[CH:4]([C:11]1[CH:16]=[CH:15][C:14](I)=[CH:13][CH:12]=1)[CH2:5][CH:6]1[CH2:10][CH2:9][CH2:8][CH2:7]1.[NH:19]1[C:27]2[C:22](=[CH:23][C:24](B(O)O)=[CH:25][CH:26]=2)[CH:21]=[CH:20]1.C(=O)([O-])[O-].[Na+].[Na+]. Product: [CH3:1][O:2][C:3](=[O:18])[CH:4]([C:11]1[CH:16]=[CH:15][C:14]([C:24]2[CH:23]=[C:22]3[C:27](=[CH:26][CH:25]=2)[NH:19][CH:20]=[CH:21]3)=[CH:13][CH:12]=1)[CH2:5][CH:6]1[CH2:10][CH2:9][CH2:8][CH2:7]1. The catalyst class is: 600. (6) Reactant: [CH3:1][C:2]1[CH:10]=[C:9]([C:11]2[CH2:15][C:14]([C:26]([F:29])([F:28])[F:27])([C:16]3[CH:21]=[CH:20][CH:19]=[C:18]([C:22]([F:25])([F:24])[F:23])[CH:17]=3)[O:13][N:12]=2)[CH:8]=[CH:7][C:3]=1[CH:4]=[N:5][OH:6].ClN1C(=O)CCC1=O.[NH2:38][CH2:39][C:40]([NH:42][CH2:43][CH3:44])=[O:41].C(N(CC)CC)C. Product: [CH2:43]([NH:42][C:40](=[O:41])[CH2:39][NH:38][C:4](=[N:5][OH:6])[C:3]1[CH:7]=[CH:8][C:9]([C:11]2[CH2:15][C:14]([C:26]([F:29])([F:27])[F:28])([C:16]3[CH:21]=[CH:20][CH:19]=[C:18]([C:22]([F:24])([F:25])[F:23])[CH:17]=3)[O:13][N:12]=2)=[CH:10][C:2]=1[CH3:1])[CH3:44]. The catalyst class is: 198. (7) Reactant: [CH3:1][O:2][C:3]1[CH:4]=[C:5]2[C:10](=[CH:11][CH:12]=1)[CH:9]=[C:8]([C:13](O)=[O:14])[CH:7]=[CH:6]2.[H-].[Al+3].[Li+].[H-].[H-].[H-].O.[OH-].[Na+]. Product: [CH3:1][O:2][C:3]1[CH:4]=[C:5]2[C:10](=[CH:11][CH:12]=1)[CH:9]=[C:8]([CH2:13][OH:14])[CH:7]=[CH:6]2. The catalyst class is: 1. (8) Reactant: [C:1]([C:4]1([CH2:7][CH2:8][C:9]([O:11]C)=O)[CH2:6][CH2:5]1)(=[O:3])[CH3:2].[H-].[Na+]. Product: [CH2:5]1[C:4]2([CH2:7][CH2:8][C:9](=[O:11])[CH2:2][C:1]2=[O:3])[CH2:6]1. The catalyst class is: 213. (9) Reactant: [Cl:1][C:2]1[C:10]([C:11]2([C:14]#[N:15])[CH2:13][CH2:12]2)=[CH:9][CH:8]=[CH:7][C:3]=1[C:4]([OH:6])=O.C(Cl)(=O)C(Cl)=O.CN(C)C=O.[NH2:27][C:28]1[C:29]([F:53])=[CH:30][C:31]([Cl:52])=[C:32]([CH:51]=1)[O:33][C:34]1[CH:48]=[CH:47][C:37]2[N:38]=[C:39]([NH:41][C:42]([CH:44]3[CH2:46][CH2:45]3)=[O:43])[S:40][C:36]=2[C:35]=1[C:49]#[N:50]. Product: [Cl:1][C:2]1[C:10]([C:11]2([C:14]#[N:15])[CH2:13][CH2:12]2)=[CH:9][CH:8]=[CH:7][C:3]=1[C:4]([NH:27][C:28]1[CH:51]=[C:32]([O:33][C:34]2[CH:48]=[CH:47][C:37]3[N:38]=[C:39]([NH:41][C:42]([CH:44]4[CH2:46][CH2:45]4)=[O:43])[S:40][C:36]=3[C:35]=2[C:49]#[N:50])[C:31]([Cl:52])=[CH:30][C:29]=1[F:53])=[O:6]. The catalyst class is: 54.